This data is from Reaction yield outcomes from USPTO patents with 853,638 reactions. The task is: Predict the reaction yield, written as a fraction of the theoretical maximum amount of product (1.0 means a 100% yield; for example, 0.34 means a 34% yield). (1) The reactants are C1([NH:7][C:8]([C:10]2[C:11](=[O:30])[N:12]([CH2:22][C:23]3[CH:28]=[CH:27][C:26]([F:29])=[CH:25][CH:24]=3)[C:13]3[C:18]([C:19]=2O)=[CH:17][C:16]([CH3:21])=[CH:15][CH:14]=3)=O)CCCCC1.P(Cl)(Cl)([Cl:33])=O. No catalyst specified. The product is [Cl:33][C:19]1[C:18]2[C:13](=[CH:14][CH:15]=[C:16]([CH3:21])[CH:17]=2)[N:12]([CH2:22][C:23]2[CH:28]=[CH:27][C:26]([F:29])=[CH:25][CH:24]=2)[C:11](=[O:30])[C:10]=1[C:8]#[N:7]. The yield is 0.470. (2) The reactants are [OH:1][C:2]1[CH:7]=[CH:6][C:5]([CH2:8][CH2:9][C:10]([OH:12])=[O:11])=[CH:4][CH:3]=1.C1N2CN3CN(C2)CN1C3.FC(F)(F)[C:25](O)=[O:26]. The catalyst is ClCCl. The product is [CH:25]([C:7]1[CH:6]=[C:5]([CH2:8][CH2:9][C:10]([OH:12])=[O:11])[CH:4]=[CH:3][C:2]=1[OH:1])=[O:26]. The yield is 0.220.